This data is from Reaction yield outcomes from USPTO patents with 853,638 reactions. The task is: Predict the reaction yield, written as a fraction of the theoretical maximum amount of product (1.0 means a 100% yield; for example, 0.34 means a 34% yield). The reactants are [O:1]1[CH2:4][C:3](=O)[CH2:2]1.[CH3:6][C:7]([S:10]([NH2:12])=[O:11])([CH3:9])[CH3:8]. The catalyst is O1CCCC1.[Cl-].[Na+].O.[O-]CC.[Ti+4].[O-]CC.[O-]CC.[O-]CC. The product is [CH3:6][C:7]([S:10]([N:12]=[C:3]1[CH2:4][O:1][CH2:2]1)=[O:11])([CH3:9])[CH3:8]. The yield is 0.380.